From a dataset of Catalyst prediction with 721,799 reactions and 888 catalyst types from USPTO. Predict which catalyst facilitates the given reaction. (1) Reactant: CC1C=C2N=C3C(=NC(NC3=O)=O)N(C[C@H](O)[C@H](O)[C@H](O)CO)C2=CC=1C.[F:28][C:29]1[CH:30]=[C:31]([N:38]2[C:42](=[O:43])[N:41]([CH3:44])[N:40]=[N:39]2)[CH:32]=[C:33]([N+:35]([O-])=O)[CH:34]=1. Product: [NH2:35][C:33]1[CH:32]=[C:31]([N:38]2[C:42](=[O:43])[N:41]([CH3:44])[N:40]=[N:39]2)[CH:30]=[C:29]([F:28])[CH:34]=1. The catalyst class is: 19. (2) Reactant: [CH3:1][O:2][C:3]([O:12][CH3:13])([CH3:11])[C:4](=[O:10])[CH2:5][C:6]([O:8][CH3:9])=[O:7].C([O-])([O-])=O.[K+].[K+].Br[CH2:21][C:22]([C:24]1[CH:33]=[CH:32][CH:31]=[C:30]2[C:25]=1[N:26]=[C:27]([NH:35][C:36]([CH3:39])([CH3:38])[CH3:37])[C:28]([CH3:34])=[N:29]2)=[O:23]. Product: [C:36]([NH:35][C:27]1[C:28]([CH3:34])=[N:29][C:30]2[C:25]([N:26]=1)=[C:24]([C:22](=[O:23])[CH2:21][CH:5]([C:4](=[O:10])[C:3]([O:2][CH3:1])([O:12][CH3:13])[CH3:11])[C:6]([O:8][CH3:9])=[O:7])[CH:33]=[CH:32][CH:31]=2)([CH3:39])([CH3:38])[CH3:37]. The catalyst class is: 85. (3) Reactant: [CH3:1][S:2]([C:5]1[CH:6]=[C:7]([C:11]#[C:12][C:13]2[N:18]=[C:17]([C:19]([OH:21])=O)[CH:16]=[CH:15][CH:14]=2)[CH:8]=[CH:9][CH:10]=1)(=[O:4])=[O:3].CN(C(ON1N=NC2C=CC=CC1=2)=[N+](C)C)C.F[P-](F)(F)(F)(F)F.CCN(C(C)C)C(C)C.[CH3:55][O:56][C:57]([C:59]1[C:67]2[N:66]=[C:65]([NH2:68])[NH:64][C:63]=2[CH:62]=[CH:61][CH:60]=1)=[O:58]. Product: [CH3:55][O:56][C:57]([C:59]1[C:67]2[N:66]=[C:65]([NH:68][C:19]([C:17]3[CH:16]=[CH:15][CH:14]=[C:13]([C:12]#[C:11][C:7]4[CH:8]=[CH:9][CH:10]=[C:5]([S:2]([CH3:1])(=[O:3])=[O:4])[CH:6]=4)[N:18]=3)=[O:21])[NH:64][C:63]=2[CH:62]=[CH:61][CH:60]=1)=[O:58]. The catalyst class is: 3. (4) Reactant: C([O:3][C:4]([C:6]1[N:11]=[C:10]([NH:12][CH2:13][C:14]2[C:19]([CH3:20])=[CH:18][CH:17]=[CH:16][C:15]=2[CH2:21][CH3:22])[C:9]2[N:23]=[C:24]([CH3:27])[N:25]([CH3:26])[C:8]=2[CH:7]=1)=[O:5])C.O1CCOCC1.O.[OH-].[Li+].Cl. Product: [CH2:21]([C:15]1[CH:16]=[CH:17][CH:18]=[C:19]([CH3:20])[C:14]=1[CH2:13][NH:12][C:10]1[C:9]2[N:23]=[C:24]([CH3:27])[N:25]([CH3:26])[C:8]=2[CH:7]=[C:6]([C:4]([OH:5])=[O:3])[N:11]=1)[CH3:22]. The catalyst class is: 6. (5) Reactant: NC1C=C(C2C=C3[C:14](=CC=2)[N:13](C)[C:12](=[O:18])[CH2:11]3)C=NC=1.C(N(C(C)C)CC)(C)C.C(Cl)(=O)C(C)C.CN1[C:43]2[C:38](=[CH:39][C:40]([C:44]3[CH:45]=[C:46]([NH:50][C:51](=[O:55])[CH:52]([CH3:54])[CH3:53])[CH:47]=[N:48][CH:49]=3)=[CH:41][CH:42]=2)CC1=O. Product: [CH3:14][N:13]1[C:38]2[C:43](=[CH:42][CH:41]=[C:40]([C:44]3[CH:45]=[C:46]([NH:50][C:51](=[O:55])[CH:52]([CH3:53])[CH3:54])[CH:47]=[N:48][CH:49]=3)[CH:39]=2)[CH2:11][C:12]1=[O:18]. The catalyst class is: 46. (6) Reactant: B(Br)(Br)Br.ClCCl.[CH2:8]([N:10]1[C:16](=[O:17])[C:15]([CH3:19])([CH3:18])[C:14](=[O:20])[N:13]([CH3:21])[C:12]2[CH:22]=[C:23]([O:26]C)[CH:24]=[CH:25][C:11]1=2)[CH3:9].O. Product: [CH2:8]([N:10]1[C:16](=[O:17])[C:15]([CH3:19])([CH3:18])[C:14](=[O:20])[N:13]([CH3:21])[C:12]2[CH:22]=[C:23]([OH:26])[CH:24]=[CH:25][C:11]1=2)[CH3:9]. The catalyst class is: 138. (7) Product: [CH3:1][C:2]1[N:3]([CH:13]([CH2:22][CH:21]=[CH2:20])[C:14]([O:16][CH2:17][CH3:18])=[O:15])[C:4]([CH:11]=[CH2:12])=[C:5]([C:7]([F:8])([F:9])[F:10])[N:6]=1. Reactant: [CH3:1][C:2]1[N:3]([CH2:13][C:14]([O:16][CH2:17][CH3:18])=[O:15])[C:4]([CH:11]=[CH2:12])=[C:5]([C:7]([F:10])([F:9])[F:8])[N:6]=1.[Li+].[CH3:20][CH:21]([N-]C(C)C)[CH3:22].C(Br)C=C.[NH4+].[Cl-]. The catalyst class is: 1.